The task is: Predict the reaction yield, written as a fraction of the theoretical maximum amount of product (1.0 means a 100% yield; for example, 0.34 means a 34% yield).. This data is from Reaction yield outcomes from USPTO patents with 853,638 reactions. The reactants are [NH:1]1[C:5]2=[N:6][CH:7]=[C:8]([C:10]#[N:11])[CH:9]=[C:4]2[CH:3]=[CH:2]1.Cl.[CH3:13][NH:14][CH3:15].[CH2:16]=O. The catalyst is C(O)(C)C. The product is [CH3:13][N:14]([CH2:16][C:3]1[C:4]2[C:5](=[N:6][CH:7]=[C:8]([C:10]#[N:11])[CH:9]=2)[NH:1][CH:2]=1)[CH3:15]. The yield is 0.480.